Dataset: Reaction yield outcomes from USPTO patents with 853,638 reactions. Task: Predict the reaction yield, written as a fraction of the theoretical maximum amount of product (1.0 means a 100% yield; for example, 0.34 means a 34% yield). (1) The reactants are Br[CH2:2][C:3]([C:5]1[CH:15]=[CH:14][C:8]([C:9]([O:11][CH2:12][CH3:13])=[O:10])=[CH:7][CH:6]=1)=O.[NH2:16][C:17]([NH2:19])=[S:18]. The catalyst is CCO. The product is [NH2:19][C:17]1[S:18][CH:2]=[C:3]([C:5]2[CH:15]=[CH:14][C:8]([C:9]([O:11][CH2:12][CH3:13])=[O:10])=[CH:7][CH:6]=2)[N:16]=1. The yield is 1.00. (2) The reactants are [Br:1][C:2]1[C:6]([O:7][CH3:8])=[CH:5][S:4][CH:3]=1.[Cl:9][S:10](O)(=[O:12])=[O:11]. The catalyst is C(Cl)Cl. The product is [Br:1][C:2]1[C:6]([O:7][CH3:8])=[C:5]([S:10]([Cl:9])(=[O:12])=[O:11])[S:4][CH:3]=1. The yield is 0.330. (3) The reactants are [C:1]([O:11][CH:12]([CH3:14])[CH3:13])(=[O:10])/[CH:2]=[CH:3]/[C:4]([O:6][CH:7]([CH3:9])[CH3:8])=[O:5].[C:15]([O:25][CH2:26][CH3:27])(=[O:24])[CH:16]=[CH:17][C:18]1[CH:23]=[CH:22][CH:21]=[CH:20][CH:19]=1.C(OCCOCCOC=C)(=O)C=C.C(OOOC(C)(C)C)(=O)C(C)(C)C. The catalyst is O1CCCC1.CO. The product is [C:4]([O:6][CH:7]([CH3:9])[CH3:8])(=[O:5])/[CH:3]=[CH:2]/[C:1]([O:11][CH:12]([CH3:14])[CH3:13])=[O:10].[C:15]([O:25][CH2:26][CH3:27])(=[O:24])[CH:16]=[CH:17][C:18]1[CH:19]=[CH:20][CH:21]=[CH:22][CH:23]=1. The yield is 0.560. (4) The reactants are [ClH:1].[NH2:2][C@@H:3]1[CH2:8][CH2:7][CH2:6][N:5]([C:9]2[C:14]([Br:15])=[CH:13][N:12]=[C:11]3[NH:16][CH:17]=[C:18]([NH:19][C:20](=[O:27])[C:21]4[CH:26]=[CH:25][CH:24]=[N:23][CH:22]=4)[C:10]=23)[CH2:4]1.CCN(C(C)C)C(C)C.C(OC)(OC)OC.[CH:44](=O)[CH:45]([CH3:47])[CH3:46].[BH4-].[Na+]. The catalyst is CO.O. The product is [ClH:1].[Br:15][C:14]1[C:9]([N:5]2[CH2:6][CH2:7][CH2:8][C@@H:3]([NH:2][CH2:44][CH:45]([CH3:47])[CH3:46])[CH2:4]2)=[C:10]2[C:18]([NH:19][C:20](=[O:27])[C:21]3[CH:26]=[CH:25][CH:24]=[N:23][CH:22]=3)=[CH:17][NH:16][C:11]2=[N:12][CH:13]=1. The yield is 0.600. (5) The reactants are [CH:1]1([N:14]2[CH2:19][CH2:18][C:17](=O)[CH2:16][CH2:15]2)[C:12]2=[C:13]3[C:8](=[CH:9][CH:10]=[CH:11]2)[CH2:7][CH2:6][CH2:5][CH:4]3[CH2:3][CH2:2]1.[NH2:21][C:22]1[CH:27]=[CH:26][CH:25]=[CH:24][CH:23]=1.C[Si]([C:32]#[N:33])(C)C.N. The catalyst is C(O)(=O)C. The product is [CH:1]1([N:14]2[CH2:19][CH2:18][C:17]([NH:21][C:22]3[CH:27]=[CH:26][CH:25]=[CH:24][CH:23]=3)([C:32]#[N:33])[CH2:16][CH2:15]2)[C:12]2=[C:13]3[C:8](=[CH:9][CH:10]=[CH:11]2)[CH2:7][CH2:6][CH2:5][CH:4]3[CH2:3][CH2:2]1. The yield is 0.860. (6) The reactants are Cl[C:2]1[N:7]=[C:6]([NH:8][C@H:9]2[CH2:14][CH2:13][O:12][CH2:11][C@H:10]2[CH3:15])[C:5]([N+:16]([O-:18])=[O:17])=[CH:4][N:3]=1.C(=O)([O-])[O-].[K+].[K+].[N:25]1[C:29]2[CH:30]=[CH:31][CH:32]=[CH:33][C:28]=2[NH:27][CH:26]=1. The yield is 1.00. The catalyst is C(#N)C.CCOC(C)=O. The product is [N:25]1([C:2]2[N:7]=[C:6]([NH:8][C@H:9]3[CH2:14][CH2:13][O:12][CH2:11][C@H:10]3[CH3:15])[C:5]([N+:16]([O-:18])=[O:17])=[CH:4][N:3]=2)[C:29]2[CH:30]=[CH:31][CH:32]=[CH:33][C:28]=2[N:27]=[CH:26]1.